Dataset: Forward reaction prediction with 1.9M reactions from USPTO patents (1976-2016). Task: Predict the product of the given reaction. Given the reactants [O:1]([C:8]1[CH:15]=[CH:14][CH:13]=[CH:12][C:9]=1[CH:10]=O)[C:2]1[CH:7]=[CH:6][CH:5]=[CH:4][CH:3]=1.[C-:16]#[N:17].[Na+].[Cl-].[NH4+:20].[OH-].[NH4+], predict the reaction product. The product is: [NH2:20][CH:10]([C:9]1[CH:12]=[CH:13][CH:14]=[CH:15][C:8]=1[O:1][C:2]1[CH:7]=[CH:6][CH:5]=[CH:4][CH:3]=1)[C:16]#[N:17].